From a dataset of HIV replication inhibition screening data with 41,000+ compounds from the AIDS Antiviral Screen. Binary Classification. Given a drug SMILES string, predict its activity (active/inactive) in a high-throughput screening assay against a specified biological target. (1) The drug is COC1C=COC2(C)Oc3c(C)c(O)c4c(O)c(cc(OCC(=O)N5CCC(O)(Cc6ccccc6)CC5)c4c3C2=O)NC(=O)C(C)=CC=CC(C)C(O)C(C)C(O)C(C)C(OC(C)=O)C1C. The result is 0 (inactive). (2) The result is 0 (inactive). The drug is O=C1c2ccccc2C(=O)N1Cc1ccccc1. (3) The drug is Cc1cn(C2CC3C(COC(CCl)N3O)O2)c(=O)[nH]c1=O. The result is 0 (inactive).